This data is from Reaction yield outcomes from USPTO patents with 853,638 reactions. The task is: Predict the reaction yield, written as a fraction of the theoretical maximum amount of product (1.0 means a 100% yield; for example, 0.34 means a 34% yield). (1) The reactants are [Cl:1][C:2]1[CH:3]=[C:4]([C@@H:12]([CH2:22][CH:23]2[CH2:27][CH2:26][CH2:25][CH2:24]2)[C:13]([NH:15][C:16]2[CH:20]=[CH:19][N:18]([CH3:21])[N:17]=2)=[O:14])[CH:5]=[CH:6][C:7]=1[S:8]([CH3:11])(=[O:10])=[O:9].C(Cl)(=O)C(Cl)=O.N1[C:39](C)=[CH:38][CH:37]=[CH:36][C:35]=1[CH3:41].C(N1C=CC(N)=N1)C1C=CC=CC=1. The catalyst is C(Cl)Cl. The product is [CH2:21]([N:18]1[CH:19]=[CH:20][C:16]([NH:15][C:13](=[O:14])[C@@H:12]([C:4]2[CH:5]=[CH:6][C:7]([S:8]([CH3:11])(=[O:10])=[O:9])=[C:2]([Cl:1])[CH:3]=2)[CH2:22][CH:23]2[CH2:24][CH2:25][CH2:26][CH2:27]2)=[N:17]1)[C:35]1[CH:36]=[CH:37][CH:38]=[CH:39][CH:41]=1. The yield is 0.690. (2) The reactants are C[O:2][C:3]1[CH:4]=[C:5]([C@@H:9]([N:11]2[CH2:16][CH2:15][C:14]([CH3:23])([C:17]3[CH:22]=[CH:21][CH:20]=[CH:19][CH:18]=3)[O:13][C:12]2=[O:24])[CH3:10])[CH:6]=[CH:7][CH:8]=1. The catalyst is CN(C=O)C.CCOC(C)=O. The product is [OH:2][C:3]1[CH:4]=[C:5]([C@@H:9]([N:11]2[CH2:16][CH2:15][C:14]([CH3:23])([C:17]3[CH:18]=[CH:19][CH:20]=[CH:21][CH:22]=3)[O:13][C:12]2=[O:24])[CH3:10])[CH:6]=[CH:7][CH:8]=1. The yield is 0.870. (3) The reactants are Br[CH2:2][C:3]([C:5]1[C:10]([CH3:11])=[CH:9][C:8]([O:12][C:13]2[CH:18]=[C:17]([CH3:19])[CH:16]=[C:15]([CH3:20])[CH:14]=2)=[CH:7][C:6]=1[CH3:21])=O.[NH2:22][C:23]([NH2:25])=[S:24]. The catalyst is CCO. The product is [CH3:20][C:15]1[CH:14]=[C:13]([CH:18]=[C:17]([CH3:19])[CH:16]=1)[O:12][C:8]1[CH:9]=[C:10]([CH3:11])[C:5]([C:3]2[N:22]=[C:23]([NH2:25])[S:24][CH:2]=2)=[C:6]([CH3:21])[CH:7]=1. The yield is 0.590. (4) The reactants are Br[C:2]1[N:6]2[N:7]=[CH:8][CH:9]=[CH:10][C:5]2=[N:4][CH:3]=1.[C:11]([N:18]1[CH2:23][CH2:22][CH2:21][CH:20]([C:24]#[CH:25])[CH2:19]1)([O:13][C:14]([CH3:17])([CH3:16])[CH3:15])=[O:12].CCN(C(C)C)C(C)C.O. The catalyst is CN(C=O)C.Cl[Pd](Cl)([P](C1C=CC=CC=1)(C1C=CC=CC=1)C1C=CC=CC=1)[P](C1C=CC=CC=1)(C1C=CC=CC=1)C1C=CC=CC=1.[Cu]I. The product is [C:11]([N:18]1[CH2:23][CH2:22][CH2:21][CH:20]([C:24]#[C:25][C:2]2[N:6]3[N:7]=[CH:8][CH:9]=[CH:10][C:5]3=[N:4][CH:3]=2)[CH2:19]1)([O:13][C:14]([CH3:17])([CH3:16])[CH3:15])=[O:12]. The yield is 0.600. (5) The reactants are [NH2:1][C@H:2]1[CH2:7][CH2:6][C@H:5]([CH2:8][N:9]([C@@H:16]2[CH2:18][C@H:17]2[C:19]2[CH:24]=[CH:23][CH:22]=[CH:21][CH:20]=2)C(=O)C(F)(F)F)[CH2:4][CH2:3]1.[CH:25]([C:27]1[CH:35]=[CH:34][C:30]([C:31]([OH:33])=[O:32])=[CH:29][CH:28]=1)=O.C(O[BH-](OC(=O)C)OC(=O)C)(=O)C.[Na+]. The catalyst is ClCCCl. The product is [C:19]1([C@@H:17]2[CH2:18][C@H:16]2[NH:9][CH2:8][C@H:5]2[CH2:4][CH2:3][C@H:2]([NH:1][CH2:25][C:27]3[CH:35]=[CH:34][C:30]([C:31]([OH:33])=[O:32])=[CH:29][CH:28]=3)[CH2:7][CH2:6]2)[CH:20]=[CH:21][CH:22]=[CH:23][CH:24]=1. The yield is 0.513. (6) The catalyst is C(Cl)Cl. The yield is 0.720. The reactants are CC(OI1(OC(C)=O)(OC(C)=O)OC(=O)C2C=CC=CC1=2)=O.[CH3:23][O:24][C:25](=[O:44])[CH2:26][CH2:27][CH2:28][CH2:29][CH2:30][CH2:31][C:32](=[O:43])[NH:33][CH2:34][CH:35]([OH:42])[C:36]1[CH:41]=[CH:40][CH:39]=[CH:38][CH:37]=1. The product is [CH3:23][O:24][C:25](=[O:44])[CH2:26][CH2:27][CH2:28][CH2:29][CH2:30][CH2:31][C:32](=[O:43])[NH:33][CH2:34][C:35](=[O:42])[C:36]1[CH:41]=[CH:40][CH:39]=[CH:38][CH:37]=1.